From a dataset of Forward reaction prediction with 1.9M reactions from USPTO patents (1976-2016). Predict the product of the given reaction. (1) Given the reactants C[Si](C)(C)CCOC[N:7](COCC[Si](C)(C)C)[C:8]1[N:13]2[N:14]=[CH:15][C:16]([C:17]3[CH:18]=[N:19][C:20]([C:23]4[CH:28]=[CH:27][CH:26]=[CH:25][CH:24]=4)=[CH:21][CH:22]=3)=[C:12]2[N:11]=[C:10]([N:29]2[CH2:35][CH:34]3[N:36](C(OC(C)(C)C)=O)[CH:31]([CH2:32][CH2:33]3)[CH2:30]2)[C:9]=1[C:44]([O:46]CC)=[CH2:45].Cl, predict the reaction product. The product is: [NH2:7][C:8]1[N:13]2[N:14]=[CH:15][C:16]([C:17]3[CH:18]=[N:19][C:20]([C:23]4[CH:24]=[CH:25][CH:26]=[CH:27][CH:28]=4)=[CH:21][CH:22]=3)=[C:12]2[N:11]=[C:10]([N:29]2[CH2:35][CH:34]3[NH:36][CH:31]([CH2:32][CH2:33]3)[CH2:30]2)[C:9]=1[C:44](=[O:46])[CH3:45]. (2) Given the reactants [CH3:1][O:2][C:3](=[O:39])[NH:4][CH2:5][CH2:6][CH2:7][O:8][C:9]1[CH:14]=[CH:13][C:12]([C:15]([N:17]2[C:26]3[C:21](=[CH:22][CH:23]=[CH:24][CH:25]=3)[C@H:20]([N:27]([C:35](=[O:37])[CH3:36])[C:28]3[CH:33]=[CH:32][C:31]([Cl:34])=[CH:30][CH:29]=3)[CH2:19][C@@H:18]2[CH3:38])=[O:16])=[CH:11][CH:10]=1.[H-].[Na+].[CH2:42](I)[CH3:43], predict the reaction product. The product is: [CH3:1][O:2][C:3](=[O:39])[N:4]([CH2:5][CH2:6][CH2:7][O:8][C:9]1[CH:10]=[CH:11][C:12]([C:15]([N:17]2[C:26]3[C:21](=[CH:22][CH:23]=[CH:24][CH:25]=3)[C@H:20]([N:27]([C:35](=[O:37])[CH3:36])[C:28]3[CH:29]=[CH:30][C:31]([Cl:34])=[CH:32][CH:33]=3)[CH2:19][C@@H:18]2[CH3:38])=[O:16])=[CH:13][CH:14]=1)[CH2:42][CH3:43]. (3) The product is: [F:12][C:13]([F:23])([F:22])[C:14]1[CH:21]=[CH:20][C:17]([CH:18]=[CH2:1])=[CH:16][N:15]=1. Given the reactants [CH2:1]([Li])CCC.CCCCCC.[F:12][C:13]([F:23])([F:22])[C:14]1[CH:21]=[CH:20][C:17]([CH:18]=O)=[CH:16][N:15]=1, predict the reaction product. (4) The product is: [CH2:26]([O:28][P:29]([C:15]1[CH:16]=[C:17]2[C:12](=[CH:13][CH:14]=1)[NH:11][N:10]=[C:9]2/[CH:1]=[CH:2]/[C:3]1[CH:8]=[CH:7][CH:6]=[CH:5][CH:4]=1)(=[O:33])[O:30][CH2:31][CH3:32])[CH3:27].[CH2:26]([O:28][P:29]([C:15]1[CH:16]=[C:17]2[C:12](=[CH:13][CH:14]=1)[NH:11][N:10]=[C:9]2/[CH:1]=[CH:2]/[C:3]1[CH:8]=[CH:7][CH:6]=[CH:5][CH:4]=1)(=[O:30])[OH:33])[CH3:27]. Given the reactants [CH:1](/[C:9]1[C:17]2[C:12](=[CH:13][CH:14]=[C:15](OS(C(F)(F)F)(=O)=O)[CH:16]=2)[NH:11][N:10]=1)=[CH:2]\[C:3]1[CH:8]=[CH:7][CH:6]=[CH:5][CH:4]=1.[CH2:26]([O:28][P:29]([O-:33])[O:30][CH2:31][CH3:32])[CH3:27].C(N(CC)CC)C, predict the reaction product. (5) Given the reactants [CH2:1]([N:3]([CH2:19][CH3:20])[C:4]1[CH:9]=[CH:8][C:7]([NH:10][C:11]2[CH:16]=[C:15]([NH:17][CH3:18])[N:14]=[CH:13][N:12]=2)=[CH:6][CH:5]=1)[CH3:2].[Cl:21][C:22]1[CH:27]=[CH:26][CH:25]=[C:24]([Cl:28])[C:23]=1[N:29]=[C:30]=[O:31], predict the reaction product. The product is: [Cl:21][C:22]1[CH:27]=[CH:26][CH:25]=[C:24]([Cl:28])[C:23]=1[NH:29][C:30](=[O:31])[N:17]([C:15]1[CH:16]=[C:11]([NH:10][C:7]2[CH:8]=[CH:9][C:4]([N:3]([CH2:1][CH3:2])[CH2:19][CH3:20])=[CH:5][CH:6]=2)[N:12]=[CH:13][N:14]=1)[CH3:18]. (6) Given the reactants [C:1]([N:20]1[CH:28]=[C:27]2[C:22]([CH2:23][CH2:24][CH2:25][C:26]2=O)=[N:21]1)([C:14]1[CH:19]=[CH:18][CH:17]=[CH:16][CH:15]=1)([C:8]1[CH:13]=[CH:12][CH:11]=[CH:10][CH:9]=1)[C:2]1[CH:7]=[CH:6][CH:5]=[CH:4][CH:3]=1.Cl.[NH2:31][OH:32], predict the reaction product. The product is: [C:1]([N:20]1[CH:28]=[C:27]2[C:22]([CH2:23][CH2:24][CH2:25][C:26]2=[N:31][OH:32])=[N:21]1)([C:14]1[CH:19]=[CH:18][CH:17]=[CH:16][CH:15]=1)([C:8]1[CH:13]=[CH:12][CH:11]=[CH:10][CH:9]=1)[C:2]1[CH:7]=[CH:6][CH:5]=[CH:4][CH:3]=1.